This data is from Catalyst prediction with 721,799 reactions and 888 catalyst types from USPTO. The task is: Predict which catalyst facilitates the given reaction. (1) Reactant: [Si:1]([O:8][C@H:9]([CH2:28][CH:29]=C)[C:10]([O:12][CH2:13][C@H:14]([NH:21][C:22](=[O:27])[CH2:23][CH2:24][CH:25]=C)[C:15]1[CH:20]=[CH:19][CH:18]=[CH:17][CH:16]=1)=[O:11])([C:4]([CH3:7])([CH3:6])[CH3:5])([CH3:3])[CH3:2]. Product: [Si:1]([O:8][C@H:9]1[C:10](=[O:11])[O:12][CH2:13][C@@H:14]([C:15]2[CH:16]=[CH:17][CH:18]=[CH:19][CH:20]=2)[NH:21][C:22](=[O:27])[CH2:23][CH2:24][CH:25]=[CH:29][CH2:28]1)([C:4]([CH3:6])([CH3:7])[CH3:5])([CH3:2])[CH3:3]. The catalyst class is: 11. (2) Reactant: [CH:1]([C:3]1[CH:11]=[C:10]2[C:6]([C:7]([CH:12]=[O:13])=[CH:8][NH:9]2)=[CH:5][CH:4]=1)=[CH2:2]. Product: [CH2:1]([C:3]1[CH:11]=[C:10]2[C:6]([C:7]([CH:12]=[O:13])=[CH:8][NH:9]2)=[CH:5][CH:4]=1)[CH3:2]. The catalyst class is: 123. (3) Reactant: [O-:1][C:2]#[N:3].[Na+].[NH2:5][CH2:6][CH2:7][N:8]1[C:25](=[N:26][C:27]2[C:32]([CH:33]([CH3:35])[CH3:34])=[CH:31][CH:30]=[CH:29][C:28]=2[CH:36]([CH3:38])[CH3:37])[CH:24]=[C:11]2[C:12]3[C:17]([CH2:18][CH2:19][N:10]2[C:9]1=[O:39])=[CH:16][C:15]([O:20][CH3:21])=[C:14]([O:22][CH3:23])[CH:13]=3.[OH-].[Na+]. Product: [C:2]([NH:5][CH2:6][CH2:7][N:8]1[C:25](=[N:26][C:27]2[C:28]([CH:36]([CH3:37])[CH3:38])=[CH:29][CH:30]=[CH:31][C:32]=2[CH:33]([CH3:35])[CH3:34])[CH:24]=[C:11]2[C:12]3[C:17]([CH2:18][CH2:19][N:10]2[C:9]1=[O:39])=[CH:16][C:15]([O:20][CH3:21])=[C:14]([O:22][CH3:23])[CH:13]=3)(=[O:1])[NH2:3]. The catalyst class is: 6. (4) The catalyst class is: 1. Reactant: C1(P(C2C=CC=CC=2)C2C=CC=CC=2)C=CC=CC=1.[CH3:20][C:21]1[S:22][C:23]([CH2:27]O)=[C:24]([CH3:26])[N:25]=1.[Cl:29][C:30]1[CH:37]=[C:36]([C:38]2[C:39]([CH3:44])=[N:40][NH:41][C:42]=2[CH3:43])[CH:35]=[CH:34][C:31]=1[C:32]#[N:33].N(C(OC(C)(C)C)=O)=NC(OC(C)(C)C)=O. Product: [Cl:29][C:30]1[CH:37]=[C:36]([C:38]2[C:42]([CH3:43])=[N:41][N:40]([CH2:27][C:23]3[S:22][C:21]([CH3:20])=[N:25][C:24]=3[CH3:26])[C:39]=2[CH3:44])[CH:35]=[CH:34][C:31]=1[C:32]#[N:33].